This data is from Full USPTO retrosynthesis dataset with 1.9M reactions from patents (1976-2016). The task is: Predict the reactants needed to synthesize the given product. (1) Given the product [F:28][C:2]([F:1])([F:27])[C@@H:3]([C:6]1[CH:7]=[CH:8][C:9]([N:12]2[CH2:25][CH2:24][C:14]3([CH2:23][CH2:22][C:17](=[O:18])[CH2:16][CH2:15]3)[C:13]2=[O:26])=[CH:10][CH:11]=1)[O:4][CH3:5], predict the reactants needed to synthesize it. The reactants are: [F:1][C:2]([F:28])([F:27])[C@@H:3]([C:6]1[CH:11]=[CH:10][C:9]([N:12]2[CH2:25][CH2:24][C:14]3([CH2:23][CH2:22][C:17]4(OCC[O:18]4)[CH2:16][CH2:15]3)[C:13]2=[O:26])=[CH:8][CH:7]=1)[O:4][CH3:5].Cl.C([O-])([O-])=O.[Na+].[Na+]. (2) The reactants are: Cl.[CH:2]1([C:5]2[N:6](C(OC(C)CC)=O)[C:7]3[C:8]([N:24]=2)=[N:9][CH:10]=[C:11]([C:13]2[CH:14]=[CH:15][C:16]4[O:22][CH2:21][CH2:20][NH:19][CH2:18][C:17]=4[CH:23]=2)[CH:12]=3)[CH2:4][CH2:3]1.Cl[C:33]1[C:42]2[CH2:41][C:40]([CH3:44])([CH3:43])[CH2:39][CH2:38][C:37]=2[N:36]=[C:35]([CH3:45])[N:34]=1. Given the product [CH:2]1([C:5]2[NH:6][C:7]3[C:8]([N:24]=2)=[N:9][CH:10]=[C:11]([C:13]2[CH:14]=[CH:15][C:16]4[O:22][CH2:21][CH2:20][N:19]([C:33]5[C:42]6[CH2:41][C:40]([CH3:43])([CH3:44])[CH2:39][CH2:38][C:37]=6[N:36]=[C:35]([CH3:45])[N:34]=5)[CH2:18][C:17]=4[CH:23]=2)[CH:12]=3)[CH2:3][CH2:4]1, predict the reactants needed to synthesize it. (3) Given the product [CH:22]1([C:20]([N:17]2[CH2:18][CH2:19][C@@H:15]([CH2:14][N:9]3[C:8]([C:5]4[CH:6]=[CH:7][C:2]([C:27]5[CH:28]=[CH:29][CH:30]=[CH:31][C:26]=5[F:25])=[CH:3][CH:4]=4)=[N:12][NH:11][C:10]3=[O:13])[CH2:16]2)=[O:21])[CH2:24][CH2:23]1, predict the reactants needed to synthesize it. The reactants are: Br[C:2]1[CH:7]=[CH:6][C:5]([C:8]2[N:9]([CH2:14][C@@H:15]3[CH2:19][CH2:18][N:17]([C:20]([CH:22]4[CH2:24][CH2:23]4)=[O:21])[CH2:16]3)[C:10](=[O:13])[NH:11][N:12]=2)=[CH:4][CH:3]=1.[F:25][C:26]1[CH:31]=[CH:30][CH:29]=[CH:28][C:27]=1B(O)O.C([O-])([O-])=O.[K+].[K+].Cl.